Dataset: Reaction yield outcomes from USPTO patents with 853,638 reactions. Task: Predict the reaction yield, written as a fraction of the theoretical maximum amount of product (1.0 means a 100% yield; for example, 0.34 means a 34% yield). (1) The yield is 0.860. The product is [NH2:20][C:17]1[CH:16]=[CH:15][C:14]([CH2:13][N:11]2[C:12]3[C:7](=[C:6]([CH2:24][CH:25]4[S:29][C:28](=[O:30])[NH:27][C:26]4=[O:31])[CH:5]=[CH:4][C:3]=3[O:2][CH3:1])[CH2:8][CH2:9][C:10]2=[O:23])=[CH:19][CH:18]=1. The catalyst is [C].[Pd].CN(C=O)C. The reactants are [CH3:1][O:2][C:3]1[CH:4]=[CH:5][C:6]([CH2:24][CH:25]2[S:29][C:28](=[O:30])[NH:27][C:26]2=[O:31])=[C:7]2[C:12]=1[N:11]([CH2:13][C:14]1[CH:19]=[CH:18][C:17]([N+:20]([O-])=O)=[CH:16][CH:15]=1)[C:10](=[O:23])[CH2:9][CH2:8]2. (2) The reactants are [CH2:1]([O:8][C:9]1[C:14]([C:15]([CH3:18])([CH3:17])[CH3:16])=[CH:13][CH:12]=[CH:11][C:10]=1[C:19]([C:21]1[CH:26]=[CH:25][CH:24]=[C:23]([C:27]2[CH:32]=[CH:31][CH:30]=[CH:29][N:28]=2)[CH:22]=1)=[O:20])[C:2]1[CH:7]=[CH:6][CH:5]=[CH:4][CH:3]=1.[C:33]1([Li])[CH:38]=[CH:37][CH:36]=[CH:35][CH:34]=1.[Cl-].[NH4+]. The catalyst is O1CCCC1. The product is [CH2:1]([O:8][C:9]1[C:14]([C:15]([CH3:18])([CH3:17])[CH3:16])=[CH:13][CH:12]=[CH:11][C:10]=1[C:19]([C:33]1[CH:38]=[CH:37][CH:36]=[CH:35][CH:34]=1)([C:21]1[CH:26]=[CH:25][CH:24]=[C:23]([C:27]2[CH:32]=[CH:31][CH:30]=[CH:29][N:28]=2)[CH:22]=1)[OH:20])[C:2]1[CH:3]=[CH:4][CH:5]=[CH:6][CH:7]=1. The yield is 1.00. (3) The reactants are [I:1][C:2]1[CH:10]=[C:6](C(O)=O)[C:5]([NH2:11])=[CH:4][CH:3]=1.[CH:12]([O-])([O-])OC.[CH3:17][OH:18].[NH3:19]. No catalyst specified. The product is [I:1][C:2]1[CH:10]=[C:6]2[C:5](=[CH:4][CH:3]=1)[N:11]=[CH:12][NH:19][C:17]2=[O:18]. The yield is 0.990.